Dataset: Reaction yield outcomes from USPTO patents with 853,638 reactions. Task: Predict the reaction yield, written as a fraction of the theoretical maximum amount of product (1.0 means a 100% yield; for example, 0.34 means a 34% yield). (1) The reactants are [CH2:1]([O:8][C:9]1[CH:14]=[CH:13][C:12]([C:15]2[N:19]([CH:20]3[CH2:25][CH2:24][CH2:23][CH2:22][CH2:21]3)[N:18]=[C:17](/[CH:26]=[C:27](\[CH3:33])/[C:28]([O:30]CC)=[O:29])[CH:16]=2)=[CH:11][CH:10]=1)[C:2]1[CH:7]=[CH:6][CH:5]=[CH:4][CH:3]=1.[Li+].[OH-]. The catalyst is CO.C1COCC1. The product is [CH2:1]([O:8][C:9]1[CH:10]=[CH:11][C:12]([C:15]2[N:19]([CH:20]3[CH2:25][CH2:24][CH2:23][CH2:22][CH2:21]3)[N:18]=[C:17](/[CH:26]=[C:27](\[CH3:33])/[C:28]([OH:30])=[O:29])[CH:16]=2)=[CH:13][CH:14]=1)[C:2]1[CH:3]=[CH:4][CH:5]=[CH:6][CH:7]=1. The yield is 1.00. (2) The reactants are [OH:1][C:2]1[C:7]([OH:8])=[CH:6][CH:5]=[CH:4][N:3]=1.C(=O)([O-])[O-].[K+].[K+].Br[CH2:16][CH2:17]Br. The catalyst is CN(C=O)C. The product is [O:8]1[C:7]2[C:2](=[N:3][CH:4]=[CH:5][CH:6]=2)[O:1][CH2:17][CH2:16]1. The yield is 0.0570. (3) The reactants are [C:1]([O:5][C:6]([N:8]1[CH2:13][CH2:12][C:11]([CH2:21][O:22]CC2C=CC=CC=2)([CH2:14][NH:15][CH2:16][C:17]([F:20])([F:19])[F:18])[CH2:10][CH2:9]1)=[O:7])([CH3:4])([CH3:3])[CH3:2].Cl. The catalyst is CO.[Pd]. The product is [C:1]([O:5][C:6]([N:8]1[CH2:13][CH2:12][C:11]([CH2:21][OH:22])([CH2:14][NH:15][CH2:16][C:17]([F:18])([F:19])[F:20])[CH2:10][CH2:9]1)=[O:7])([CH3:4])([CH3:3])[CH3:2]. The yield is 0.510. (4) The reactants are [Br:1][C:2]1[CH:7]=[CH:6][C:5]([C@@H:8]([N:10]2[CH2:15][CH2:14][C@@:13]([CH2:22][CH2:23]CS([O-])(=O)=O)([C:16]3[CH:21]=[CH:20][CH:19]=[CH:18][CH:17]=3)[O:12][C:11]2=[O:29])[CH3:9])=[CH:4][CH:3]=1.C([O-])([O-])=O.[K+].[K+].[S:36]1(=[O:42])(=[O:41])[CH2:40][CH2:39][CH2:38][NH:37]1. The catalyst is C(#N)C. The product is [Br:1][C:2]1[CH:7]=[CH:6][C:5]([C@@H:8]([N:10]2[CH2:15][CH2:14][C@:13]([CH2:22][CH2:23][N:37]3[CH2:38][CH2:39][CH2:40][S:36]3(=[O:42])=[O:41])([C:16]3[CH:21]=[CH:20][CH:19]=[CH:18][CH:17]=3)[O:12][C:11]2=[O:29])[CH3:9])=[CH:4][CH:3]=1. The yield is 0.0100. (5) The reactants are [CH3:1][C:2]1[CH:7]=[CH:6][C:5]([CH2:8][N:9]([CH:22]2[CH2:27][CH2:26][N:25]([CH3:28])[CH2:24][CH2:23]2)[C:10](=[O:21])[CH2:11][C:12]2[CH:17]=[CH:16][C:15]([O:18]C)=[C:14]([OH:20])[CH:13]=2)=[CH:4][CH:3]=1.B(Br)(Br)Br. The catalyst is C(Cl)Cl. The product is [CH3:1][C:2]1[CH:3]=[CH:4][C:5]([CH2:8][N:9]([CH:22]2[CH2:27][CH2:26][N:25]([CH3:28])[CH2:24][CH2:23]2)[C:10](=[O:21])[CH2:11][C:12]2[CH:17]=[CH:16][C:15]([OH:18])=[C:14]([OH:20])[CH:13]=2)=[CH:6][CH:7]=1. The yield is 0.480.